Dataset: Forward reaction prediction with 1.9M reactions from USPTO patents (1976-2016). Task: Predict the product of the given reaction. (1) Given the reactants [NH2:1][C:2]1[C:3]([C:18]([NH:20][C:21]2[C:26]([N:27]3[CH2:32][CH2:31][CH:30]([NH:33]C(=O)OC(C)(C)C)[CH2:29][CH2:28]3)=[CH:25][CH:24]=[CH:23][N:22]=2)=[O:19])=[N:4][C:5]([C:8]2[C:13]([C:14]([F:17])([F:16])[F:15])=[CH:12][CH:11]=[CH:10][N:9]=2)=[CH:6][N:7]=1.FC(F)(F)[C:43]([OH:45])=O.Cl[CH2:49]Cl, predict the reaction product. The product is: [NH2:1][C:2]1[C:3]([C:18]([NH:20][C:21]2[C:26]([N:27]3[CH2:28][CH2:29][C:30]([NH2:33])([CH2:49][O:45][CH3:43])[CH2:31][CH2:32]3)=[CH:25][CH:24]=[CH:23][N:22]=2)=[O:19])=[N:4][C:5]([C:8]2[C:13]([C:14]([F:15])([F:16])[F:17])=[CH:12][CH:11]=[CH:10][N:9]=2)=[CH:6][N:7]=1. (2) Given the reactants [NH2:1][C:2]1[CH:7]=[CH:6][CH:5]=[CH:4][C:3]=1[CH2:8][OH:9].[C:10]([O:14][C:15](O[C:15]([O:14][C:10]([CH3:13])([CH3:12])[CH3:11])=[O:16])=[O:16])([CH3:13])([CH3:12])[CH3:11], predict the reaction product. The product is: [C:10]([O:14][C:15](=[O:16])[NH:1][C:2]1[CH:7]=[CH:6][CH:5]=[CH:4][C:3]=1[CH2:8][OH:9])([CH3:13])([CH3:12])[CH3:11]. (3) Given the reactants [O:1]1[CH2:6][CH2:5][N:4]([C:7]([C:9]2[CH:14]=[CH:13][CH:12]=[CH:11][C:10]=2[NH:15][C:16]([CH:18]2[CH2:27][CH2:26][C:25]3[C:20](=[C:21]([NH2:30])[CH:22]=[CH:23][C:24]=3[O:28][CH3:29])[CH2:19]2)=[O:17])=[O:8])[CH2:3][CH2:2]1.Cl.Cl[CH2:33][CH2:34][N:35]([CH2:37][CH2:38]Cl)[CH3:36].C(=O)([O-])O.[Na+].[OH-].[NH4+], predict the reaction product. The product is: [O:1]1[CH2:6][CH2:5][N:4]([C:7]([C:9]2[CH:14]=[CH:13][CH:12]=[CH:11][C:10]=2[NH:15][C:16]([CH:18]2[CH2:27][CH2:26][C:25]3[C:20](=[C:21]([N:30]4[CH2:38][CH2:37][N:35]([CH3:36])[CH2:34][CH2:33]4)[CH:22]=[CH:23][C:24]=3[O:28][CH3:29])[CH2:19]2)=[O:17])=[O:8])[CH2:3][CH2:2]1. (4) Given the reactants [CH2:1]([O:3][CH:4]([S:30][CH2:31][CH3:32])[C@@H:5]1[CH2:9][CH2:8][CH2:7][N:6]1[C:10](=[O:29])[C:11]1[CH:16]=[C:15]([O:17][CH3:18])[C:14]([O:19][CH2:20][CH2:21][CH2:22][CH2:23][CH2:24]Br)=[CH:13][C:12]=1[N+:26]([O-:28])=[O:27])[CH3:2].[OH:33][C:34]1[C:48]([O:49][CH3:50])=[CH:47][C:37]2[C:38](=[O:46])[N:39]3[CH2:45][CH2:44][CH2:43][C@H:40]3[CH2:41][NH:42][C:36]=2[CH:35]=1.C([O-])([O-])=O.[K+].[K+].CCOC(C)=O, predict the reaction product. The product is: [CH2:1]([O:3][CH:4]([S:30][CH2:31][CH3:32])[C@@H:5]1[CH2:9][CH2:8][CH2:7][N:6]1[C:10](=[O:29])[C:11]1[CH:16]=[C:15]([O:17][CH3:18])[C:14]([O:19][CH2:20][CH2:21][CH2:22][CH2:23][CH2:24][O:33][C:34]2[C:48]([O:49][CH3:50])=[CH:47][C:37]3[C:38](=[O:46])[N:39]4[CH2:45][CH2:44][CH2:43][C@H:40]4[CH2:41][NH:42][C:36]=3[CH:35]=2)=[CH:13][C:12]=1[N+:26]([O-:28])=[O:27])[CH3:2]. (5) Given the reactants [F:1][C:2]1[CH:7]=[CH:6][C:5]([N+:8]([O-])=O)=[CH:4][C:3]=1[N:11]=[C:12]=[O:13].[NH:14]1[CH2:18][CH2:17][CH2:16][CH2:15]1, predict the reaction product. The product is: [NH2:8][C:5]1[CH:6]=[CH:7][C:2]([F:1])=[C:3]([NH:11][C:12]([N:14]2[CH2:18][CH2:17][CH2:16][CH2:15]2)=[O:13])[CH:4]=1. (6) Given the reactants [CH3:1][O:2][C:3]1[CH:22]=[CH:21][C:6]([CH2:7][C@@H:8]2[C:12]3=[N:13][C:14]4[CH:19]=[CH:18][CH:17]=[CH:16][C:15]=4[N:11]3[C:10](=[O:20])[NH:9]2)=[CH:5][CH:4]=1.[CH3:23][O:24][C:25]1[CH:30]=[CH:29][C:28]([N:31]2[C:35]([CH2:36][NH2:37])=[CH:34][CH:33]=[N:32]2)=[CH:27][CH:26]=1.C(O)(C(F)(F)F)=O, predict the reaction product. The product is: [NH:11]1[C:15]2[CH:16]=[CH:17][CH:18]=[CH:19][C:14]=2[N:13]=[C:12]1[C@H:8]([NH:9][C:10]([NH:37][CH2:36][C:35]1[N:31]([C:28]2[CH:27]=[CH:26][C:25]([O:24][CH3:23])=[CH:30][CH:29]=2)[N:32]=[CH:33][CH:34]=1)=[O:20])[CH2:7][C:6]1[CH:21]=[CH:22][C:3]([O:2][CH3:1])=[CH:4][CH:5]=1. (7) Given the reactants [NH2:1][C:2]1[CH:3]=[C:4]([C:9]2[S:13][C:12]([C:14]([OH:20])([CH3:19])[C:15]([F:18])([F:17])[F:16])=[N:11][CH:10]=2)[CH:5]=[C:6]([CH3:8])[CH:7]=1.C(=O)([O-])[O-].[Cs+].[Cs+].Cl[C:28]1[N:33]=[C:32]([C:34](=[O:36])[CH3:35])[CH:31]=[CH:30][N:29]=1.CC1(C)C2C(=C(P(C3C=CC=CC=3)C3C=CC=CC=3)C=CC=2)OC2C(P(C3C=CC=CC=3)C3C=CC=CC=3)=CC=CC1=2, predict the reaction product. The product is: [CH3:8][C:6]1[CH:7]=[C:2]([NH:1][C:28]2[N:33]=[C:32]([C:34](=[O:36])[CH3:35])[CH:31]=[CH:30][N:29]=2)[CH:3]=[C:4]([C:9]2[S:13][C:12]([C:14]([OH:20])([CH3:19])[C:15]([F:18])([F:17])[F:16])=[N:11][CH:10]=2)[CH:5]=1.